This data is from CYP3A4 inhibition data for predicting drug metabolism from PubChem BioAssay. The task is: Regression/Classification. Given a drug SMILES string, predict its absorption, distribution, metabolism, or excretion properties. Task type varies by dataset: regression for continuous measurements (e.g., permeability, clearance, half-life) or binary classification for categorical outcomes (e.g., BBB penetration, CYP inhibition). Dataset: cyp3a4_veith. (1) The compound is O=C1CCCN1c1ccc(S(=O)(=O)Oc2cccc(Cl)c2)cc1[N+](=O)[O-]. The result is 1 (inhibitor). (2) The result is 1 (inhibitor). The molecule is O=C(NCc1ccccc1)c1ccc(S(=O)(=O)N2CCCc3ccccc32)cc1. (3) The molecule is CC(C)=CCc1c2c(c3occ(-c4ccc(O)c(O)c4)c(=O)c3c1O)C=CC(C)(C)O2. The result is 0 (non-inhibitor). (4) The drug is CNC[C@H](O)c1ccc(O)cc1. The result is 0 (non-inhibitor). (5) The compound is C[N+]1(C)CCO[C@](O)(c2ccc(-c3ccc([C@]4(O)C[N+](C)(C)CCO4)cc3)cc2)C1. The result is 0 (non-inhibitor). (6) The drug is CCOc1ccc(C(=O)N2CCCC2C(=O)O)cc1. The result is 0 (non-inhibitor).